Dataset: CYP1A2 inhibition data for predicting drug metabolism from PubChem BioAssay. Task: Regression/Classification. Given a drug SMILES string, predict its absorption, distribution, metabolism, or excretion properties. Task type varies by dataset: regression for continuous measurements (e.g., permeability, clearance, half-life) or binary classification for categorical outcomes (e.g., BBB penetration, CYP inhibition). Dataset: cyp1a2_veith. The molecule is COc1ccccc1CC(=O)O/N=C(\N)Cc1cccc2ccccc12. The result is 1 (inhibitor).